Binary Classification. Given a miRNA mature sequence and a target amino acid sequence, predict their likelihood of interaction. From a dataset of Experimentally validated miRNA-target interactions with 360,000+ pairs, plus equal number of negative samples. (1) The miRNA is hsa-miR-4713-5p with sequence UUCUCCCACUACCAGGCUCCCA. The protein sequence of the target gene is MANYEFSQVSGDRPGCRLSRKAQIGLGVGLLVLIALVVGIVVILLRPRSLLVWTGEPTTKHFSDIFLGRCLIYTQILRPEMRDQNCQEILSTFKGAFVSKNPCNITREDYAPLVKLVTQTIPCNKTLFWSKSKHLAHQYTWIQGKMFTLEDTLLGYIADDLRWCGDPSTSDMNYVSCPHWSENCPNNPITVFWKVISQKFAEDACGVVQVMLNGSLREPFYKNSTFGSVEVFSLDPNKVHKLQAWVMHDIEGASSNACSSSSLNELKMIVQKRNMIFACVDNYRPARFLQCVKNPEHPSC.... Result: 0 (no interaction). (2) The miRNA is mmu-miR-1897-5p with sequence CUUUGGAUGGAGAAAGAGGGGG. The protein sequence of the target gene is METGSDSDQLERVFLRLGHAETDEQLQNIISKFLPPVLLKLSSTQEGVRKKVMELLVHLNKRIKSRPKIQLPVETLLVQYQDPAAVSFVTNFTIIYVKMGYPRLPVEKQCELAPTLLTAMEGKPQPQQDSLMHLLIPTLFHMKYPAESSKSASPFNLAEKPKTVQLLLDFMLDVLLMPYGYVLNESQSRQNSSSSSQGSSSNSGGGSGIPQPPPGMSFYAAKRVIGDNPWTPEQLEQCKLGIVKFIEAEQVPELEAVLHLVIASSDTRHSVATAADLELKSKQSLIDWNNPAIINKMYKV.... Result: 0 (no interaction). (3) Result: 0 (no interaction). The protein sequence of the target gene is MLGSMARKKPRNTSRLPLALNPLKSKDVLAVLAERNEAIVPVGAWVEPASPGSSEIPAYTSAYLIEEELKEQLRKKQEALKHFQKQVKYRVNQQIRLRKKQQLQKSYERAQKEGSIAMQSSATHLTSKRTSVFPNNLNVAIGSSRLPPSLMPGDGIEDEENQNELFQQQAQALSETMKQARHRLASFKTVIKKKGSVFPDDGRKSFLTREEVLSRKPASTGINTGIRGELPIKVHQGLLAAVPYQNYMENQELDYEEPDYEESSSLVTDEKGKEDLFGRGQQDQQAIHSEDKNKPFSRVQ.... The miRNA is hsa-miR-7161-5p with sequence UAAAGACUGUAGAGGCAACUGGU. (4) The miRNA is hsa-miR-6506-5p with sequence ACUGGGAUGUCACUGAAUAUGGU. The protein sequence of the target gene is MPKGKKAKGKKVAPAPAVVKKQEAKKVVNPLFEKRPKNFGIGQDIQPKRDLTRFVKWPRYIRLQRQRAILYKRLKVPPAINQFTQALDRQTATQLLKLAHKYRPETKQEKKQRLLARAEKKAAGKGDVPTKRPPVLRAGVNTVTTLVENKKAQLVVIAHDVDPIELVVFLPALCRKMGVPYCIIKGKARLGRLVHRKTCTTVAFTQVNSEDKGALAKLVEAIRTNYNDRYDEIRRHWGGNVLGPKSVARIAKLEKAKAKELATKLG. Result: 0 (no interaction). (5) The miRNA is hsa-miR-516b-3p with sequence UGCUUCCUUUCAGAGGGU. The protein sequence of the target gene is MDLKTVLSLPRYPGEFLHPVVYACTAVMLLCLLASFVTYIVHQSAIRISRKGRHTLLNFCFHAALTFTVFAGGINRTKYPILCQAVGIVLHYSTLSTMLWIGVTARNIYKQVTKKAPLCLDTDQPPYPRQPLLRFYLVSGGVPFIICGVTAATNIRNYGTEDEDTAYCWMAWEPSLGAFYGPAAIITLVTCVYFLGTYVQLRRHPGRRYELRTQPEEQRRLATPEGGRGIRPGTPPAHDAPGASVLQNEHSFQAQLRAAAFTLFLFTATWAFGALAVSQGHFLDMVFSCLYGAFCVTLGL.... Result: 0 (no interaction). (6) The miRNA is mmu-miR-135b-5p with sequence UAUGGCUUUUCAUUCCUAUGUGA. The protein sequence of the target gene is MSLMVVSMACVGLFLVQRAGPHMGGQDKPFLSAWPSAVVPRGGHVTLRCHYRHRFNNFMLYKEDRIHIPIFHGRIFQESFNMSPVTTAHAGNYTCRGSHPHSPTGWSAPSNPVVIMVTGNHRKPSLLAHPGPLVKSGERVILQCWSDIMFEHFFLHKEGISKDPSRLVGQIHDGVSKANFSIGPMMLALAGTYRCYGSVTHTPYQLSAPSDPLDIVVTGPYEKPSLSAQPGPKVQAGESVTLSCSSRSSYDMYHLSREGGAHERRLPAVRKVNRTFQADFPLGPATHGGTYRCFGSFRHS.... Result: 0 (no interaction).